This data is from Catalyst prediction with 721,799 reactions and 888 catalyst types from USPTO. The task is: Predict which catalyst facilitates the given reaction. (1) Reactant: N#N.[CH3:3][O:4][C:5]1[CH:14]=[CH:13][C:12]2[C:7](=[CH:8][CH:9]=[C:10]([O:15][CH3:16])[CH:11]=2)[CH:6]=1.[N:17]1([CH2:23][CH2:24][O:25][C:26]2[CH:34]=[CH:33][C:29]([C:30](Cl)=[O:31])=[CH:28][CH:27]=2)[CH2:22][CH2:21][CH2:20][CH2:19][CH2:18]1.[Cl-].[Al+3].[Cl-].[Cl-]. Product: [CH3:16][O:15][C:10]1[CH:9]=[CH:8][C:7]2[C:12](=[CH:13][CH:14]=[C:5]([O:4][CH3:3])[CH:6]=2)[C:11]=1[C:30]([C:29]1[CH:28]=[CH:27][C:26]([O:25][CH2:24][CH2:23][N:17]2[CH2:22][CH2:21][CH2:20][CH2:19][CH2:18]2)=[CH:34][CH:33]=1)=[O:31]. The catalyst class is: 34. (2) Reactant: [Si]([O:8][C@H:9]([C:42]1[CH:47]=[CH:46][C:45]([F:48])=[CH:44][CH:43]=1)[CH2:10][S:11][C@H:12]1[C:15](=[O:16])[N:14]([C:17]2[CH:22]=[CH:21][C:20]([C:23]#[C:24][CH2:25][NH:26][S:27]([CH3:30])(=[O:29])=[O:28])=[CH:19][CH:18]=2)[C@@H:13]1[C:31]1[CH:41]=[CH:40][C:34]([O:35][CH2:36]C(O)=O)=[CH:33][CH:32]=1)(C(C)(C)C)(C)C.CN1CC[O:53][CH2:52]C1.CN(C(ON1N=NC2C=CC=CC1=2)=[N+](C)C)C.[B-](F)(F)(F)F.[NH2:78][CH2:79][C:80]([NH:82][C@@H:83]([C:88]([OH:90])=[O:89])[C:84]([CH3:87])([CH3:86])[CH3:85])=[O:81].[Si](O[Si](C(C)(C)C)(C)C)(C(C)(C)C)(C)C. Product: [F:48][C:45]1[CH:46]=[CH:47][C:42]([C@@H:9]([OH:8])[CH2:10][S:11][C@H:12]2[C:15](=[O:16])[N:14]([C:17]3[CH:18]=[CH:19][C:20]([C:23]#[C:24][CH2:25][NH:26][S:27]([CH3:30])(=[O:28])=[O:29])=[CH:21][CH:22]=3)[C@@H:13]2[C:31]2[CH:41]=[CH:40][C:34]([O:35][CH2:36][C:52]([NH:78][CH2:79][C:80]([NH:82][C@@H:83]([C:88]([OH:90])=[O:89])[C:84]([CH3:85])([CH3:86])[CH3:87])=[O:81])=[O:53])=[CH:33][CH:32]=2)=[CH:43][CH:44]=1. The catalyst class is: 3. (3) Reactant: [Br:1][C:2]1[C:10]([I:11])=[CH:9][C:5]([C:6]([OH:8])=[O:7])=[CH:4][C:3]=1I.[OH-:13].[Na+].Cl. Product: [Br:1][C:2]1[C:10]([I:11])=[CH:9][C:5]([C:6]([OH:8])=[O:7])=[CH:4][C:3]=1[OH:13]. The catalyst class is: 6. (4) Reactant: [O:1]=[C:2]1[NH:6][C@H:5]([CH2:7][C@H:8]2[CH2:19][CH2:18][C:17]3[S:16][C:15]4[N:14]=[CH:13][N:12]=[C:11]([O:20][CH:21]5[CH2:26][CH2:25][CH:24]([N:27](C)[C:28](=O)OC(C)(C)C)[CH2:23][CH2:22]5)[C:10]=4[C:9]2=3)[C:4](=[O:36])[NH:3]1.Cl. Product: [CH3:28][NH:27][CH:24]1[CH2:25][CH2:26][CH:21]([O:20][C:11]2[C:10]3[C:9]4[C@@H:8]([CH2:7][C@H:5]5[NH:6][C:2](=[O:1])[NH:3][C:4]5=[O:36])[CH2:19][CH2:18][C:17]=4[S:16][C:15]=3[N:14]=[CH:13][N:12]=2)[CH2:22][CH2:23]1. The catalyst class is: 4.